From a dataset of Full USPTO retrosynthesis dataset with 1.9M reactions from patents (1976-2016). Predict the reactants needed to synthesize the given product. (1) Given the product [ClH:33].[CH2:17]([O:16][C:14](=[O:15])[NH:13][CH2:12][CH2:11][CH2:10][CH2:9][C@H:8]([NH2:7])[C:24](=[O:25])[C:26]1[CH:31]=[CH:30][CH:29]=[CH:28][N:27]=1)[C:18]1[CH:19]=[CH:20][CH:21]=[CH:22][CH:23]=1, predict the reactants needed to synthesize it. The reactants are: C(OC(=O)[NH:7][C@H:8]([C:24]([C:26]1[CH:31]=[CH:30][CH:29]=[CH:28][N:27]=1)=[O:25])[CH2:9][CH2:10][CH2:11][CH2:12][NH:13][C:14]([O:16][CH2:17][C:18]1[CH:23]=[CH:22][CH:21]=[CH:20][CH:19]=1)=[O:15])(C)(C)C.[ClH:33].CC(=O)OCC. (2) Given the product [F:5][C:6]1[C:7]([O:14][CH3:15])=[C:8]([O:12][CH3:13])[CH:9]=[CH:10][C:11]=1[N+:1]([O-:4])=[O:2].[F:5][C:6]1[CH:11]=[C:10]([N+:1]([O-:3])=[O:2])[CH:9]=[C:8]([O:12][CH3:13])[C:7]=1[O:14][CH3:15], predict the reactants needed to synthesize it. The reactants are: [N+:1]([O-:4])([OH:3])=[O:2].[F:5][C:6]1[CH:11]=[CH:10][CH:9]=[C:8]([O:12][CH3:13])[C:7]=1[O:14][CH3:15]. (3) Given the product [Cl:21][C:18]1[CH:19]=[CH:20][C:15]([NH:14][C:2]([N:33]2[CH2:34][C@H:30]([OH:29])[CH2:31][C@@H:32]2[C:35]([NH:36][C:37]2[CH:38]=[CH:39][C:40]([N:43]3[CH:48]=[CH:47][CH:46]=[CH:45][C:44]3=[O:49])=[CH:41][CH:42]=2)=[O:50])=[O:3])=[N:16][CH:17]=1, predict the reactants needed to synthesize it. The reactants are: Cl[C:2](OC1C=CC([N+]([O-])=O)=CC=1)=[O:3].[NH2:14][C:15]1[CH:20]=[CH:19][C:18]([Cl:21])=[CH:17][N:16]=1.N1C=CC=CC=1.[Cl-].[OH:29][C@H:30]1[CH2:34][NH2+:33][C@@H:32]([C:35](=[O:50])[NH:36][C:37]2[CH:42]=[CH:41][C:40]([N:43]3[CH:48]=[CH:47][CH:46]=[CH:45][C:44]3=[O:49])=[CH:39][CH:38]=2)[CH2:31]1.C(N(C(C)C)C(C)C)C. (4) The reactants are: [C:1]([O:5][C:6](=[O:16])[NH:7][CH2:8][C:9]1[CH:14]=[CH:13][CH:12]=[CH:11][C:10]=1Br)([CH3:4])([CH3:3])[CH3:2].[C:17]([O:21][CH3:22])(=[O:20])[CH:18]=[CH2:19]. Given the product [CH3:22][O:21][C:17](=[O:20])[CH:18]=[CH:19][C:10]1[CH:11]=[CH:12][CH:13]=[CH:14][C:9]=1[CH2:8][NH:7][C:6]([O:5][C:1]([CH3:4])([CH3:3])[CH3:2])=[O:16], predict the reactants needed to synthesize it. (5) Given the product [C:17]([N:14]1[CH2:15][CH2:16][C:11]2[N:10]([CH2:20][CH:21]([OH:33])[CH2:22][N:23]3[CH2:32][CH2:31][C:26](=[O:27])[CH2:25][CH2:24]3)[N:9]=[C:8]([C:5]3[CH:4]=[CH:3][C:2]([Cl:1])=[CH:7][CH:6]=3)[C:12]=2[CH2:13]1)(=[O:19])[CH3:18], predict the reactants needed to synthesize it. The reactants are: [Cl:1][C:2]1[CH:7]=[CH:6][C:5]([C:8]2[C:12]3[CH2:13][N:14]([C:17](=[O:19])[CH3:18])[CH2:15][CH2:16][C:11]=3[N:10]([CH2:20][CH:21]([OH:33])[CH2:22][N:23]3[CH2:32][CH2:31][C:26]4(OCC[O:27]4)[CH2:25][CH2:24]3)[N:9]=2)=[CH:4][CH:3]=1.CO.C(Cl)Cl. (6) Given the product [C:11]1([C:10]2[NH:1][C:4]3[CH:5]=[C:6]([C:17]([O:19][CH3:20])=[O:18])[S:7][C:8]=3[CH:9]=2)[CH:16]=[CH:15][CH:14]=[CH:13][CH:12]=1, predict the reactants needed to synthesize it. The reactants are: [N+:1]([C:4]1[CH:5]=[C:6]([C:17]([O:19][CH3:20])=[O:18])[S:7][C:8]=1/[CH:9]=[CH:10]/[C:11]1[CH:16]=[CH:15][CH:14]=[CH:13][CH:12]=1)([O-])=O. (7) Given the product [CH3:16][S:17]([O:1][CH2:2][C@@H:3]1[O:8][CH2:7][CH2:6][N:5]([C:9]([O:11][C:12]([CH3:15])([CH3:14])[CH3:13])=[O:10])[CH2:4]1)(=[O:19])=[O:18], predict the reactants needed to synthesize it. The reactants are: [OH:1][CH2:2][C@@H:3]1[O:8][CH2:7][CH2:6][N:5]([C:9]([O:11][C:12]([CH3:15])([CH3:14])[CH3:13])=[O:10])[CH2:4]1.[CH3:16][S:17](Cl)(=[O:19])=[O:18]. (8) Given the product [CH3:8][O:9][C:10]1[C:15]2[C:16]([C:38]3[CH:43]=[CH:42][N:41]=[C:40]([N:44]4[CH2:49][CH2:48][O:47][CH2:46][CH2:45]4)[CH:39]=3)=[N:17][NH:18][C:14]=2[CH:13]=[C:12]([CH3:50])[N:11]=1, predict the reactants needed to synthesize it. The reactants are: FC(F)(F)C(O)=O.[CH3:8][O:9][C:10]1[C:15]2[C:16]([C:38]3[CH:43]=[CH:42][N:41]=[C:40]([N:44]4[CH2:49][CH2:48][O:47][CH2:46][CH2:45]4)[CH:39]=3)=[N:17][N:18](C(C3C=CC=CC=3)(C3C=CC=CC=3)C3C=CC=CC=3)[C:14]=2[CH:13]=[C:12]([CH3:50])[N:11]=1.C([SiH](CC)CC)C.C(Cl)Cl. (9) Given the product [Cl:22][C:16]1[CH:15]=[C:14]([CH3:18])[N:13]=[C:12]([CH3:19])[C:11]=1[C:9](=[O:10])[CH2:8][N:4]1[C:5]([CH3:7])=[CH:6][C:2]([CH3:1])=[N:3]1, predict the reactants needed to synthesize it. The reactants are: [CH3:1][C:2]1[CH:6]=[C:5]([CH3:7])[N:4]([CH2:8][C:9]([C:11]2[C:16](=O)[CH:15]=[C:14]([CH3:18])[NH:13][C:12]=2[CH3:19])=[O:10])[N:3]=1.P(Cl)(Cl)([Cl:22])=O. (10) Given the product [C:46]([O-:48])(=[O:47])[CH3:45].[NH4+:2].[F:21][C:22]1[CH:27]=[CH:26][C:25]([C:28]2[C:36]([C:37]([NH:38][CH3:39])=[O:40])=[C:35]3[N:30]([N:31]=[CH:32][C:33]([C:41]4[CH:49]=[C:45]([C:46](=[O:47])[NH:11][C:8]5([C:3]6[N:4]=[CH:5][CH:6]=[CH:7][N:2]=6)[CH2:10][CH2:9]5)[C:44]([O:50][CH3:51])=[CH:43][C:42]=4[CH3:52])=[CH:34]3)[N:29]=2)=[CH:24][CH:23]=1, predict the reactants needed to synthesize it. The reactants are: Cl.[N:2]1[CH:7]=[CH:6][CH:5]=[N:4][C:3]=1[C:8]1([NH2:11])[CH2:10][CH2:9]1.C(N(C(C)C)CC)(C)C.[F:21][C:22]1[CH:27]=[CH:26][C:25]([C:28]2[C:36]([C:37](=[O:40])[NH:38][CH3:39])=[C:35]3[N:30]([N:31]=[CH:32][C:33]([C:41]4[C:42]([CH3:52])=[CH:43][C:44]([O:50][CH3:51])=[C:45]([CH:49]=4)[C:46]([OH:48])=[O:47])=[CH:34]3)[N:29]=2)=[CH:24][CH:23]=1.CN(C(ON1N=NC2C=CC=NC1=2)=[N+](C)C)C.F[P-](F)(F)(F)(F)F.